From a dataset of Forward reaction prediction with 1.9M reactions from USPTO patents (1976-2016). Predict the product of the given reaction. (1) Given the reactants Br[CH:2]([C:6]1[CH:11]=[CH:10][C:9]([F:12])=[C:8]([O:13][CH3:14])[CH:7]=1)[C:3](=O)[CH3:4].[C:15]([NH:18][C:19]([NH2:21])=[S:20])(=[O:17])[CH3:16], predict the reaction product. The product is: [F:12][C:9]1[CH:10]=[CH:11][C:6]([C:2]2[S:20][C:19]([NH:18][C:15](=[O:17])[CH3:16])=[N:21][C:3]=2[CH3:4])=[CH:7][C:8]=1[O:13][CH3:14]. (2) Given the reactants CO[C:3]([C:5]1[N:6]([CH3:20])[C:7]([C:10]2[S:18][C:17]3[C:12](=[N:13][CH:14]=[CH:15][C:16]=3[Cl:19])[CH:11]=2)=[CH:8][N:9]=1)=[O:4].[NH2:21][CH2:22][C:23]1[CH:28]=[CH:27][CH:26]=[CH:25][N:24]=1, predict the reaction product. The product is: [N:24]1[CH:25]=[CH:26][CH:27]=[CH:28][C:23]=1[CH2:22][NH:21][C:3]([C:5]1[N:6]([CH3:20])[C:7]([C:10]2[S:18][C:17]3[C:12](=[N:13][CH:14]=[CH:15][C:16]=3[Cl:19])[CH:11]=2)=[CH:8][N:9]=1)=[O:4].